From a dataset of Full USPTO retrosynthesis dataset with 1.9M reactions from patents (1976-2016). Predict the reactants needed to synthesize the given product. (1) The reactants are: [N:1]1[C:10]2[C:5](=[CH:6][C:7]([CH2:11][N:12]3[C:16]4=[N:17][C:18]([C:21]5[CH:29]=[CH:28][C:24]([C:25](O)=[O:26])=[CH:23][CH:22]=5)=[CH:19][CH:20]=[C:15]4[N:14]=[N:13]3)=[CH:8][CH:9]=2)[CH:4]=[CH:3][CH:2]=1.C1C=CC2N(O)N=NC=2C=1.CCN=C=NCCCN(C)C.[ClH:51].C(N(CC)CC)C.[NH:59]1[CH2:63][CH2:62][C@@H:61]([OH:64])[CH2:60]1. Given the product [ClH:51].[OH:64][C@@H:61]1[CH2:62][CH2:63][N:59]([C:25]([C:24]2[CH:28]=[CH:29][C:21]([C:18]3[N:17]=[C:16]4[N:12]([CH2:11][C:7]5[CH:6]=[C:5]6[C:10](=[CH:9][CH:8]=5)[N:1]=[CH:2][CH:3]=[CH:4]6)[N:13]=[N:14][C:15]4=[CH:20][CH:19]=3)=[CH:22][CH:23]=2)=[O:26])[CH2:60]1, predict the reactants needed to synthesize it. (2) The reactants are: Cl[C:2]1[C:11]2[C:6](=[C:7]([C:12]([F:15])([F:14])[F:13])[CH:8]=[CH:9][CH:10]=2)[N:5]=[CH:4][C:3]=1[C:16]([C:18]1[CH:23]=[CH:22][CH:21]=[CH:20][N:19]=1)=[O:17].[Cl:24][C:25]1[CH:30]=[CH:29][C:28](B(O)O)=[CH:27][CH:26]=1. Given the product [Cl:24][C:25]1[CH:30]=[CH:29][C:28]([C:2]2[C:11]3[C:6](=[C:7]([C:12]([F:14])([F:13])[F:15])[CH:8]=[CH:9][CH:10]=3)[N:5]=[CH:4][C:3]=2[C:16]([C:18]2[CH:23]=[CH:22][CH:21]=[CH:20][N:19]=2)=[O:17])=[CH:27][CH:26]=1, predict the reactants needed to synthesize it. (3) Given the product [ClH:21].[OH:28][C:29]1[CH:30]=[C:31]([CH:33]=[CH:34][C:35]=1[CH3:36])[NH:32][C:12]1[C:11]2[C:16](=[CH:17][C:8]([S:7][C:4]3[CH:5]=[CH:6][N:1]=[CH:2][CH:3]=3)=[CH:9][CH:10]=2)[N:15]=[CH:14][N:13]=1, predict the reactants needed to synthesize it. The reactants are: [N:1]1[CH:6]=[CH:5][C:4]([S:7][C:8]2[CH:17]=[C:16]3[C:11]([C:12](=O)[NH:13][CH:14]=[N:15]3)=[CH:10][CH:9]=2)=[CH:3][CH:2]=1.S(Cl)([Cl:21])=O.CN(C=O)C.[OH:28][C:29]1[CH:30]=[C:31]([CH:33]=[CH:34][C:35]=1[CH3:36])[NH2:32]. (4) Given the product [OH:7][CH2:8][CH2:9][C:10]1[N:19]=[C:18]2[C:13]([CH2:14][CH2:15][CH2:16][N:17]2[C:20]([O:22][C:23]([CH3:25])([CH3:24])[CH3:26])=[O:21])=[C:12]([CH3:27])[CH:11]=1, predict the reactants needed to synthesize it. The reactants are: [Li+].[BH4-].C([O:7][C:8](=O)[CH2:9][C:10]1[N:19]=[C:18]2[C:13]([CH2:14][CH2:15][CH2:16][N:17]2[C:20]([O:22][C:23]([CH3:26])([CH3:25])[CH3:24])=[O:21])=[C:12]([CH3:27])[CH:11]=1)(C)(C)C. (5) The reactants are: [N:1]([CH2:4][CH2:5][O:6][C:7]1[CH:12]=[CH:11][C:10]([CH2:13][C@H:14]([NH:19][C:20]([O:22][C:23]([CH3:26])([CH3:25])[CH3:24])=[O:21])[C:15]([O:17]C)=[O:16])=[CH:9][CH:8]=1)=[N+:2]=[N-:3].[OH-].C[Sn+](C)C. Given the product [N:1]([CH2:4][CH2:5][O:6][C:7]1[CH:8]=[CH:9][C:10]([CH2:13][C@H:14]([NH:19][C:20]([O:22][C:23]([CH3:26])([CH3:25])[CH3:24])=[O:21])[C:15]([OH:17])=[O:16])=[CH:11][CH:12]=1)=[N+:2]=[N-:3], predict the reactants needed to synthesize it. (6) Given the product [C:1]1([C@H:7]([NH:9][C:10]([N:12]2[CH2:17][CH:16]([C:18]3[CH:19]=[CH:20][CH:21]=[CH:22][CH:23]=3)[CH2:15][CH:14]([C:24]([OH:26])=[O:25])[CH2:13]2)=[O:11])[CH3:8])[CH:2]=[CH:3][CH:4]=[CH:5][CH:6]=1, predict the reactants needed to synthesize it. The reactants are: [C:1]1([C@H:7]([NH:9][C:10]([N:12]2[CH2:17][CH:16]([C:18]3[CH:23]=[CH:22][CH:21]=[CH:20][CH:19]=3)[CH2:15][CH:14]([C:24]([O:26]C)=[O:25])[CH2:13]2)=[O:11])[CH3:8])[CH:6]=[CH:5][CH:4]=[CH:3][CH:2]=1.[Li+].[OH-]. (7) Given the product [CH3:1][O:2][C:3](=[O:12])[C:4]1[CH:9]=[CH:8][C:7]([F:10])=[C:6]([O:11][CH2:21][CH2:20][C:19]([OH:23])=[O:22])[CH:5]=1, predict the reactants needed to synthesize it. The reactants are: [CH3:1][O:2][C:3](=[O:12])[C:4]1[CH:9]=[CH:8][C:7]([F:10])=[C:6]([OH:11])[CH:5]=1.CC([O-])(C)C.[K+].[C:19]1(=[O:23])[O:22][CH2:21][CH2:20]1.C([O-])(O)=O.[Na+].